Dataset: Forward reaction prediction with 1.9M reactions from USPTO patents (1976-2016). Task: Predict the product of the given reaction. (1) The product is: [F:46][C:44]1[CH:43]=[CH:42][C:41]([O:47][CH3:48])=[C:40]([CH:45]=1)[CH2:39][O:38][CH2:37][CH2:36][CH2:35][O:34][C:31]1[CH:32]=[CH:33][C:28]([C@@H:11]2[C@@H:12]([O:14][CH2:15][C:16]3[CH:25]=[C:24]([O:26][CH3:27])[C:23]4[C:18](=[CH:19][CH:20]=[CH:21][CH:22]=4)[CH:17]=3)[CH2:13][NH:8][CH2:9][C@H:10]2[O:49][CH2:50][C@H:51]([OH:52])[CH2:55][OH:54])=[CH:29][CH:30]=1. Given the reactants C(OC([N:8]1[CH2:13][C@H:12]([O:14][CH2:15][C:16]2[CH:25]=[C:24]([O:26][CH3:27])[C:23]3[C:18](=[CH:19][CH:20]=[CH:21][CH:22]=3)[CH:17]=2)[C@@H:11]([C:28]2[CH:33]=[CH:32][C:31]([O:34][CH2:35][CH2:36][CH2:37][O:38][CH2:39][C:40]3[CH:45]=[C:44]([F:46])[CH:43]=[CH:42][C:41]=3[O:47][CH3:48])=[CH:30][CH:29]=2)[C@H:10]([O:49][CH2:50][C@H:51]2[CH2:55][O:54]C(C)(C)[O:52]2)[CH2:9]1)=O)(C)(C)C.Cl, predict the reaction product. (2) Given the reactants [CH2:1]([CH:3]1[O:7][C:6](=[O:8])[N:5]([CH2:9][C:10]2[CH:15]=[CH:14][CH:13]=[CH:12][C:11]=2[NH:16][S:17]([C:20]([F:23])([F:22])[F:21])(=[O:19])=[O:18])[CH2:4]1)[CH3:2].C(=O)(O)[O-].[Na+].Cl[C:30]([O:32][CH2:33][CH:34]([CH3:36])[CH3:35])=[O:31], predict the reaction product. The product is: [CH2:1]([CH:3]1[O:7][C:6](=[O:8])[N:5]([CH2:9][C:10]2[CH:15]=[CH:14][CH:13]=[CH:12][C:11]=2[N:16]([C:30]([O:32][CH2:33][CH:34]([CH3:36])[CH3:35])=[O:31])[S:17]([C:20]([F:22])([F:23])[F:21])(=[O:19])=[O:18])[CH2:4]1)[CH3:2]. (3) Given the reactants C(OC(=O)[NH:7][CH2:8][C:9](=[O:32])[NH:10][C:11]1[CH:16]=[CH:15][C:14]([C:17]2[N:22]3[N:23]=[C:24]([NH:26][C:27]([CH:29]4[CH2:31][CH2:30]4)=[O:28])[N:25]=[C:21]3[CH:20]=[CH:19][CH:18]=2)=[CH:13][CH:12]=1)(C)(C)C.C1(C)C=CC(S(O)(=O)=O)=CC=1, predict the reaction product. The product is: [NH2:7][CH2:8][C:9]([NH:10][C:11]1[CH:16]=[CH:15][C:14]([C:17]2[N:22]3[N:23]=[C:24]([NH:26][C:27]([CH:29]4[CH2:30][CH2:31]4)=[O:28])[N:25]=[C:21]3[CH:20]=[CH:19][CH:18]=2)=[CH:13][CH:12]=1)=[O:32].